Dataset: Forward reaction prediction with 1.9M reactions from USPTO patents (1976-2016). Task: Predict the product of the given reaction. (1) Given the reactants [C:1]([CH2:3][CH:4]([N:10]1[CH:14]=[C:13]([C:15]2[C:20]([O:21][CH3:22])=[CH:19][N:18]=[C:17]([NH:23][C:24]3[CH:32]=[CH:31][C:27]([C:28]([OH:30])=O)=[CH:26][CH:25]=3)[N:16]=2)[CH:12]=[N:11]1)[CH:5]1[CH2:9][CH2:8][CH2:7][CH2:6]1)#[N:2].[NH:33]1[CH2:38][CH2:37][O:36][CH2:35][CH2:34]1.F[P-](F)(F)(F)(F)F.N1(O[P+](N(C)C)(N(C)C)N(C)C)C2C=CC=CC=2N=N1.C(N(CC)C(C)C)(C)C, predict the reaction product. The product is: [CH:5]1([CH:4]([N:10]2[CH:14]=[C:13]([C:15]3[C:20]([O:21][CH3:22])=[CH:19][N:18]=[C:17]([NH:23][C:24]4[CH:32]=[CH:31][C:27]([C:28]([N:33]5[CH2:38][CH2:37][O:36][CH2:35][CH2:34]5)=[O:30])=[CH:26][CH:25]=4)[N:16]=3)[CH:12]=[N:11]2)[CH2:3][C:1]#[N:2])[CH2:6][CH2:7][CH2:8][CH2:9]1. (2) The product is: [CH:1]1([N:4]([CH2:18][CH2:19][O:20][CH2:21][C:22]([OH:24])=[O:23])[S:5]([C:8]2[C:13]([CH3:14])=[CH:12][C:11]([O:15][CH3:16])=[CH:10][C:9]=2[CH3:17])(=[O:7])=[O:6])[CH2:2][CH2:3]1. Given the reactants [CH:1]1([N:4]([CH2:18][CH2:19][O:20][CH2:21][C:22]([O:24]C(C)(C)C)=[O:23])[S:5]([C:8]2[C:13]([CH3:14])=[CH:12][C:11]([O:15][CH3:16])=[CH:10][C:9]=2[CH3:17])(=[O:7])=[O:6])[CH2:3][CH2:2]1.C(O)(C(F)(F)F)=O, predict the reaction product.